Dataset: Drug-target binding data from BindingDB using Ki measurements. Task: Regression. Given a target protein amino acid sequence and a drug SMILES string, predict the binding affinity score between them. We predict pKi (pKi = -log10(Ki in M); higher means stronger inhibition). Dataset: bindingdb_ki. The compound is CC[C@H](C)[C@H](NC(=O)[C@H](CCCNC(=N)N)NC(=O)[C@H](CCC(N)=O)NC(=O)CNC(=O)[C@H](CCC(=O)O)NC(=O)[C@H](Cc1ccccc1)NC(=O)[C@H](CC(C)C)NC(=O)[C@H](Cc1ccccc1)NC(=O)[C@H](CCCNC(=N)N)NC(=O)[C@H](CC(C)C)NC(=O)[C@@H](N)CO)C(=O)N[C@@H](C)C(=O)N[C@@H](CC(=O)O)C(=O)N[C@@H](CC(N)=O)C(=O)N[C@@H](Cc1cnc[nH]1)C(=O)O. The target protein sequence is MATTGTPTADRGDAAATDDPAARFQVQKHSWDGLRSIIHGSRKYSGLIVNKAPHDFQFVQKTDESGPHSHRLYYLGMPYGSRENSLLYSEIPKKVRKEALLLLSWKQMLDHFQATPHHGVYSREEELLRERKRLGVFGITSYDFHSESGLFLFQASNSLFHCRDGGKNGFMVSPMKPLEIKTQCSGPRMDPKICPADPAFFSFINNSDLWVANIETGEERRLTFCHQGLSNVLDDPKSAGVATFVIQEEFDRFTGYWWCPTASWEGSEGLKTLRILYEEVDESEVEVIHVPSPAAEERKTDSYRYPRTGSKNPKIALKLAEFQTDSQGKIVSTQEKELVQPFSSLFPKVEYIARAGWTRDGKYAWAMFLDRPQQWLQLVLLPPALFIPSTENEEQRLASARAVPRNVQPYVVYEEVTNVWINVHDIFYPFPQSEGEDELCFLRANECKTGFCHLYKVTAVLKSQGYDWSEPFSPGEDEFKCPIKEEIALTSGEWEVLARH.... The pKi is 5.2.